Regression/Classification. Given a drug SMILES string, predict its toxicity properties. Task type varies by dataset: regression for continuous values (e.g., LD50, hERG inhibition percentage) or binary classification for toxic/non-toxic outcomes (e.g., AMES mutagenicity, cardiotoxicity, hepatotoxicity). Dataset: herg_karim. From a dataset of hERG potassium channel inhibition data for cardiac toxicity prediction from Karim et al.. The drug is CCN1C[C@@H]2CCCC[C@]2(c2ccc(Cl)c(Cl)c2)C1. The result is 1 (blocker).